This data is from CYP2C19 inhibition data for predicting drug metabolism from PubChem BioAssay. The task is: Regression/Classification. Given a drug SMILES string, predict its absorption, distribution, metabolism, or excretion properties. Task type varies by dataset: regression for continuous measurements (e.g., permeability, clearance, half-life) or binary classification for categorical outcomes (e.g., BBB penetration, CYP inhibition). Dataset: cyp2c19_veith. (1) The compound is COC(=O)C1CCN(c2cc(=O)n(C3CCCCC3)c(=O)[nH]2)CC1. The result is 1 (inhibitor). (2) The compound is CC1=CC(C)(C)Nc2ccc(CSc3ccccc3)cc21. The result is 1 (inhibitor). (3) The result is 0 (non-inhibitor). The molecule is COc1ccc(Oc2ncc3nc(-c4cccs4)c(=O)n(Cc4cccs4)c3n2)cc1.